Dataset: Catalyst prediction with 721,799 reactions and 888 catalyst types from USPTO. Task: Predict which catalyst facilitates the given reaction. (1) Reactant: [Cl:1][C:2]1C(C#N)=[N:4][CH:5]=[CH:6][CH:7]=1.[CH3:10][Mg]I.C([O:15][CH2:16][CH3:17])C.Cl. Product: [C:16]([C:17]1[C:2]([Cl:1])=[CH:7][CH:6]=[CH:5][N:4]=1)(=[O:15])[CH3:10]. The catalyst class is: 1. (2) Product: [OH:2][C:3]1[CH:8]=[CH:7][C:6]([P:9](=[O:24])([C:16]2[CH:17]=[CH:18][C:19]([OH:22])=[CH:20][CH:21]=2)[C:10]2[CH:15]=[CH:14][CH:13]=[CH:12][CH:11]=2)=[CH:5][CH:4]=1. The catalyst class is: 8. Reactant: C[O:2][C:3]1[CH:8]=[CH:7][C:6]([P:9](=[O:24])([C:16]2[CH:21]=[CH:20][C:19]([O:22]C)=[CH:18][CH:17]=2)[C:10]2[CH:15]=[CH:14][CH:13]=[CH:12][CH:11]=2)=[CH:5][CH:4]=1.Br.C(O)(=O)C.C.